This data is from Peptide-MHC class I binding affinity with 185,985 pairs from IEDB/IMGT. The task is: Regression. Given a peptide amino acid sequence and an MHC pseudo amino acid sequence, predict their binding affinity value. This is MHC class I binding data. The peptide sequence is RVMAPRALL. The MHC is HLA-B83:01 with pseudo-sequence HLA-B83:01. The binding affinity (normalized) is 0.155.